This data is from Forward reaction prediction with 1.9M reactions from USPTO patents (1976-2016). The task is: Predict the product of the given reaction. Given the reactants [C:1](Cl)(=[O:3])[CH3:2].[C:5]([N:12]1[CH2:17][CH2:16][NH:15][CH:14]([C:18]2[CH:23]=[CH:22][CH:21]=[CH:20][CH:19]=2)[CH2:13]1)([O:7][C:8]([CH3:11])([CH3:10])[CH3:9])=[O:6], predict the reaction product. The product is: [C:5]([N:12]1[CH2:17][CH2:16][N:15]([C:1](=[O:3])[CH3:2])[CH:14]([C:18]2[CH:23]=[CH:22][CH:21]=[CH:20][CH:19]=2)[CH2:13]1)([O:7][C:8]([CH3:11])([CH3:10])[CH3:9])=[O:6].